This data is from Drug-target binding data from BindingDB using IC50 measurements. The task is: Regression. Given a target protein amino acid sequence and a drug SMILES string, predict the binding affinity score between them. We predict pIC50 (pIC50 = -log10(IC50 in M); higher means more potent). Dataset: bindingdb_ic50. (1) The drug is O=P(O)(O)O[C@H]1C[C@@H](OP(=O)(O)O)[C@H](OP(=O)(O)O)[C@@H](O)[C@H]1O. The target protein sequence is FICKLIKHTKQLLEENEEKLCIKVLQTLREMMTKDRGYGEKLISIDELDNAELPQAPDSENSTEQELEPSPPLRQLEDHKRGEALRQILVNRYYGNIRPSGRRESLTSFGNGPLSPGGPGKPGGGGGGSGSSSMSRGEMSLAEVQCHLDKEGASNLVIDLIMNASSDRVFHESI. The pIC50 is 10. (2) The compound is N#Cc1cccn1CCC(NS(=O)(=O)c1cccc2[nH]ccc12)C(=O)N1CCCCCC1. The target protein (P46092) has sequence MGTEATEQVSWGHYSGDEEDAYSAEPLPELCYKADVQAFSRAFQPSVSLTVAALGLAGNGLVLATHLAARRAARSPTSAHLLQLALADLLLALTLPFAAAGALQGWSLGSATCRTISGLYSASFHAGFLFLACISADRYVAIARALPAGPRPSTPGRAHLVSVIVWLLSLLLALPALLFSQDGQREGQRRCRLIFPEGLTQTVKGASAVAQVALGFALPLGVMVACYALLGRTLLAARGPERRRALRVVVALVAAFVVLQLPYSLALLLDTADLLAARERSCPASKRKDVALLVTSGLALARCGLNPVLYAFLGLRFRQDLRRLLRGGSCPSGPQPRRGCPRRPRLSSCSAPTETHSLSWDN. The pIC50 is 7.6. (3) The small molecule is CC(C)N1CC2CC1CN2c1cc2c(nc1Sc1ccc(F)cc1F)CNC(=O)N2c1c(Cl)cccc1Cl. The target protein (Q9Z1B7) has sequence MSLTRKRGFYKQDINKTAWELPKTYLAPAHVGSGAYGAVCSAIDKRTGEKVAIKKLSRPFQSEIFAKRAYRELLLLKHMHHENVIGLLDVFTPASSLRSFHDFYLVMPFMQTDLQKIMGMEFSEDKVQYLVYQMLKGLKYIHSAGIVHRDLKPGNLAVNEDCELKILDFGLARHTDTEMTGYVVTRWYRAPEVILSWMHYNQTVDIWSVGCIMAEMLTGKTLFKGKDYLDQLTQILKVTGVPGAEFVQKLKDKAAKSYIQSLPQSPKKDFTQLFPRASPQAADLLDKMLELDVDKRLTAAQALAHPFFEPFRDPEEETEAQQPFDDALEHEKLSVDEWKQHIYKEISNFSPIARKDSRRRSGMKLQ. The pIC50 is 8.7. (4) The compound is O=C(Nc1ccc(Cl)cc1)Nc1ccc(C(=O)/C=C/c2ccccc2)cc1. The target protein sequence is MDYNMDYAPHEVISQQGERFVDKYVDRKILKNKKSLLVIISLSVLSVVGFVLFYFTPNSRKSDLFKNSSVENNNDDYIINSLLKSPNGKKFIVSKIDEALSFYDSKKNDINKYNEGNNNNNADFKGLSLFKENTPSNNFIHNKDYFINFFDNKFLMNNAEHINQFYMFIKTNNKQYNSPNEMKERFQVFLQNAHKVNMHNNNKNSLYKKELNRFADLTYHEFKNKYLSLRSSKPLKNSKYLLDQMNYEEVIKKYRGEENFDHAAYDWRLHSGVTPVKDQKNCGSCWAFSSIGSVESQYAIRKNKLITLSEQELVDCSFKNYGCNGGLINNAFEDMIELGGICPDGDYPYVSDAPNLCNIDRCTEKYGIKNYLSVPDNKLKEALRFLGPISISVAVSDDFAFYKEGIFDGECGDELNHAVMLVGFGMKEIVNPLTKKGEKHYYYIIKNSWGQQWGERGFINIETDESGLMRKCGLGTDAFIPLIE. The pIC50 is 5.4. (5) The pIC50 is 5.5. The target protein (P0C5S6) has sequence MFDFSLEAIVYAKAISLLATVAVVMMWLFYYCYRLKQKNEVIFGTHHAAYIAYSVCIIAWISSNAYFHTDLLPELGASAGMFMAKFANLASFFAFAFAYYFSCQLAAEQRKGKVHRWQQGIFVSLTVYSLFINLRPGLTVEHVDIVGPSQFIIEFGPHTSYFFIGLVSFVVLTLVNLVAMRTNSSKLTLAKTNYMIAGILVFMLSTAVIHLGMTYFMGDFSLTWLPPALSISEMLFVGYALLTSRFYSVKYIAYLALSVLLVCAIFVLPLGAIFIPLTESNQWLIAIPICALIGITWQLLYKKTSRYASFLIYGDKKTPVQQILSLEEDFKLSIDDAMRRLGKLLQIPNDKLRLVTSNYNETFYEEYLSSNRSVLVFDELSEELEYKVSAKRSMKALYDKMSSNNTALVMPLFGQGKSVTHLLISPHKSNNQMFSNEEISAVQTLLTRVQSTIEADRRIRQSRALANSIAHEMRNPLAQVQLQFEALKQHIENHAPVEQI.... The compound is COc1ccc(CNC(=O)C(NS(=O)(=O)c2ccc3nc(C)sc3c2)C(C)C)cc1. (6) The compound is Nc1ncnc2c1c(-c1ccc3nc(Cc4ccccc4)[nH]c3c1)nn2[C@H]1CC[C@H](N2CCOCC2)CC1. The target protein sequence is RHIVRKRTLRRLLQERELVEPLTPSGEAPNQALLRILKETEFKKIKVLGSGAFGTVYKGLWIPEGEKVKIPVAIKELREATSPKANKEILDEAYVMASVDNPHVCRLLGICLTSTVQLITQLMPFGCLLDYVREHKDNIGSQYLLNWCVQIAKGMNYLEDRRLVHRDLAARNVLVKTPQHVKITDFGRAKLLGAEEKEYHAEGGKVPIKWMALESILHRIYTHQSDVWSYGVTVWELMTFGSKPYDGIPASEISSILEKGERLPQPPICTIDVYMIMVKCWMIDADSRPKFRELIIEFSKMARDPQRYLVIQGDERMHLPSPTDSNFYRALMDEEDMDDVVDADEYLIPQQGFFSSPSTSRTPLLSSLSATSNNSTVACIDRNGLQSCPIKEDSFLQRYSSDPTGALTEDSIDDTFLPVPEYINQSVPKRPAGSVQNPVYHNQPLNPAPSRDPHYQDPHSTAVGNPEYLNTVQPTCVNSTFDSPAHWAQKGSHQISLDNP.... The pIC50 is 6.6. (7) The drug is COc1cc(Cc2cnc(N)nc2N)c(C(C)(C)C)cc1OC. The target protein (P49654) has sequence MNCISDFFTYETTKSVVVKSWTIGIINRAVQLLIISYFVGWVFLHEKAYQVRDTAIESSVVTKVKGFGRYANRVMDVSDYVTPPQGTSVFVIITKMIVTENQMQGFCPENEEKYRCVSDSQCGPERFPGGGILTGRCVNYSSVLRTCEIQGWCPTEVDTVEMPIMMEAENFTIFIKNSIRFPLFNFEKGNLLPNLTDKDIKRCRFHPEKAPFCPILRVGDVVKFAGQDFAKLARTGGVLGIKIGWVCDLDKAWDQCIPKYSFTRLDGVSEKSSVSPGYNFRFAKYYKMENGSEYRTLLKAFGIRFDVLVYGNAGKFNIIPTIISSVAAFTSVGVGTVLCDIILLNFLKGADHYKARKFEEVTETTLKGTASTNPVFASDQATVEKQSTDSGAYSIGH. The pIC50 is 5.0.